From a dataset of Forward reaction prediction with 1.9M reactions from USPTO patents (1976-2016). Predict the product of the given reaction. (1) Given the reactants [Si:1]([O:18][CH2:19][CH2:20][N:21]([CH2:52][CH3:53])[C:22](=O)[CH2:23][C@@H:24]([NH:33][C:34]1[CH:39]=[CH:38][C:37]([S:40](=[O:43])(=[O:42])[NH2:41])=[CH:36][C:35]=1[S:44]([C:47]([F:50])([F:49])[F:48])(=[O:46])=[O:45])[CH2:25][S:26][C:27]1[CH:32]=[CH:31][CH:30]=[CH:29][CH:28]=1)([C:14]([CH3:17])([CH3:16])[CH3:15])([C:8]1[CH:13]=[CH:12][CH:11]=[CH:10][CH:9]=1)[C:2]1[CH:7]=[CH:6][CH:5]=[CH:4][CH:3]=1.B.C1COCC1, predict the reaction product. The product is: [Si:1]([O:18][CH2:19][CH2:20][N:21]([CH2:52][CH3:53])[CH2:22][CH2:23][C@@H:24]([NH:33][C:34]1[CH:39]=[CH:38][C:37]([S:40]([NH2:41])(=[O:42])=[O:43])=[CH:36][C:35]=1[S:44]([C:47]([F:49])([F:50])[F:48])(=[O:45])=[O:46])[CH2:25][S:26][C:27]1[CH:32]=[CH:31][CH:30]=[CH:29][CH:28]=1)([C:14]([CH3:16])([CH3:15])[CH3:17])([C:2]1[CH:7]=[CH:6][CH:5]=[CH:4][CH:3]=1)[C:8]1[CH:9]=[CH:10][CH:11]=[CH:12][CH:13]=1. (2) Given the reactants CS(C)=O.[Br:5][C:6]1[CH:7]=[C:8]([C:12]#[C:13][C:14]2[CH:15]=[C:16]([CH:19]=[O:20])[NH:17][CH:18]=2)[CH:9]=[CH:10][CH:11]=1.C(OCC)(=[O:23])C.[OH2:27], predict the reaction product. The product is: [Br:5][C:6]1[CH:7]=[C:8]([C:12](=[O:23])[C:13]([C:14]2[CH:15]=[C:16]([CH:19]=[O:20])[NH:17][CH:18]=2)=[O:27])[CH:9]=[CH:10][CH:11]=1. (3) The product is: [O:14]=[C:12]1[C:13]2[C:8](=[CH:7][C:6]([C:15]([O:17][CH3:18])=[O:16])=[C:5]3[CH:19]=[CH:20][C:2]([C:26]4[CH:27]=[N:23][NH:24][CH:25]=4)=[CH:3][C:4]3=2)[CH:9]=[CH:10][NH:11]1. Given the reactants Br[C:2]1[CH:20]=[CH:19][C:5]2=[C:6]([C:15]([O:17][CH3:18])=[O:16])[CH:7]=[C:8]3[C:13]([C:12](=[O:14])[NH:11][CH:10]=[CH:9]3)=[C:4]2[CH:3]=1.[Li+].[Cl-].[NH:23]1[CH:27]=[C:26](B2OC(C)(C)C(C)(C)O2)[CH:25]=[N:24]1.C([O-])([O-])=O.[Na+].[Na+], predict the reaction product.